From a dataset of Forward reaction prediction with 1.9M reactions from USPTO patents (1976-2016). Predict the product of the given reaction. (1) The product is: [CH3:14][O:12][C:11]([C:6]1[C:5]2[C:9](=[CH:10][C:2]([Br:1])=[CH:3][CH:4]=2)[NH:8][N:7]=1)=[O:13]. Given the reactants [Br:1][C:2]1[CH:10]=[C:9]2[C:5]([C:6]([C:11]([OH:13])=[O:12])=[N:7][NH:8]2)=[CH:4][CH:3]=1.[CH3:14]O.S(=O)(=O)(O)O, predict the reaction product. (2) Given the reactants [Br:1][C:2]1[CH:3]=[N:4][CH:5]=[C:6]([O:8][CH3:9])[CH:7]=1.[O-:10][CH2:11][CH3:12].[Na+].C(O)C, predict the reaction product. The product is: [Br:1][C:2]1[CH:7]=[C:6]([O:8][CH3:9])[C:5]([O:10][CH2:11][CH3:12])=[N:4][CH:3]=1. (3) Given the reactants [CH3:1][C:2]1[N:6]=[C:5]([CH2:7][CH:8]2[CH2:13][CH2:12][CH:11]([C:14]3[S:15][C:16]([C:19]4[CH:24]=[CH:23][C:22]([N+:25]([O-])=O)=[CH:21][CH:20]=4)=[CH:17][N:18]=3)[CH2:10][CH2:9]2)[O:4]N=1.[Cl-].[NH4+].C([OH:32])C, predict the reaction product. The product is: [C:2]([NH:6][C:5](=[O:4])[CH2:7][CH:8]1[CH2:9][CH2:10][CH:11]([C:14]2[S:15][C:16]([C:19]3[CH:20]=[CH:21][C:22]([NH2:25])=[CH:23][CH:24]=3)=[CH:17][N:18]=2)[CH2:12][CH2:13]1)(=[O:32])[CH3:1]. (4) The product is: [CH3:16][O:17][C:18](=[O:25])[CH:19]([N:12]1[CH:13]=[CH:14][C:9]([O:8][CH2:1][C:2]2[CH:3]=[CH:4][CH:5]=[CH:6][CH:7]=2)=[CH:10][C:11]1=[O:15])[CH2:20][CH:21]([CH3:23])[CH3:22]. Given the reactants [CH2:1]([O:8][C:9]1[CH:14]=[CH:13][NH:12][C:11](=[O:15])[CH:10]=1)[C:2]1[CH:7]=[CH:6][CH:5]=[CH:4][CH:3]=1.[CH3:16][O:17][C:18](=[O:25])[CH:19](Br)[CH2:20][CH:21]([CH3:23])[CH3:22].C(=O)([O-])[O-].[K+].[K+], predict the reaction product. (5) The product is: [NH2:1][CH2:2][CH:3]1[CH2:8][CH2:7][N:6]([C:25]([O:24][CH2:17][C:18]2[CH:23]=[CH:22][CH:21]=[CH:20][CH:19]=2)=[O:26])[CH2:5][CH2:4]1. Given the reactants [NH2:1][CH2:2][CH:3]1[CH2:8][CH2:7][NH:6][CH2:5][CH2:4]1.C(=O)C1C=CC=CC=1.[CH2:17]([O:24][C:25](Cl)=[O:26])[C:18]1[CH:23]=[CH:22][CH:21]=[CH:20][CH:19]=1.OS([O-])(=O)=O.[K+], predict the reaction product. (6) Given the reactants [C:1]1([CH:7]([C:30]2[CH:35]=[CH:34][CH:33]=[CH:32][CH:31]=2)[CH2:8][NH:9][C:10]2[N:18]=[C:17]([C:19]([NH:21][CH2:22][CH2:23][N:24]3[CH2:29][CH2:28][CH2:27][CH2:26][CH2:25]3)=[O:20])[N:16]=[C:15]3[C:11]=2[N:12]=[CH:13][NH:14]3)[CH:6]=[CH:5][CH:4]=[CH:3][CH:2]=1.C(O[C@@H:45]1[C@H:49]([O:50][C:51](=[O:58])[C:52]2[CH:57]=[CH:56][CH:55]=[CH:54][CH:53]=2)[C@H:48]([O:59][C:60](=[O:67])[C:61]2[CH:66]=[CH:65][CH:64]=[CH:63][CH:62]=2)[C@@H:47]([C:68]2[N:72]=[CH:71][N:70]([CH2:73][CH3:74])[N:69]=2)[O:46]1)(=O)C1C=CC=CC=1.C(O[C@H]1[C@H](OC(=O)C2C=CC=CC=2)[C@H](OC(=O)C2C=CC=CC=2)[C@@H](C2N=CN(CC)N=2)O1)(=O)C1C=CC=CC=1, predict the reaction product. The product is: [C:60]([O:59][C@H:48]1[C@@H:49]([O:50][C:51](=[O:58])[C:52]2[CH:57]=[CH:56][CH:55]=[CH:54][CH:53]=2)[C@H:45]([N:14]2[CH:13]=[N:12][C:11]3[C:15]2=[N:16][C:17]([C:19]([NH:21][CH2:22][CH2:23][N:24]2[CH2:29][CH2:28][CH2:27][CH2:26][CH2:25]2)=[O:20])=[N:18][C:10]=3[NH:9][CH2:8][CH:7]([C:1]2[CH:2]=[CH:3][CH:4]=[CH:5][CH:6]=2)[C:30]2[CH:35]=[CH:34][CH:33]=[CH:32][CH:31]=2)[O:46][C@@H:47]1[C:68]1[N:72]=[CH:71][N:70]([CH2:73][CH3:74])[N:69]=1)(=[O:67])[C:61]1[CH:62]=[CH:63][CH:64]=[CH:65][CH:66]=1. (7) Given the reactants [CH3:1][O:2][C:3](=[O:21])[CH:4]([S:12]([C:15]1[CH:20]=[CH:19][CH:18]=[CH:17][CH:16]=1)(=[O:14])=[O:13])[CH:5]1[CH2:10][CH2:9][CH2:8][C:7](=O)[CH2:6]1.Cl.[Cl:23][C:24]1[CH:29]=[CH:28][C:27]([NH:30]N)=[CH:26][CH:25]=1.C([O-])(O)=O.[Na+], predict the reaction product. The product is: [CH3:1][O:2][C:3](=[O:21])[CH:4]([S:12]([C:15]1[CH:20]=[CH:19][CH:18]=[CH:17][CH:16]=1)(=[O:14])=[O:13])[CH:5]1[CH2:10][CH2:9][C:8]2[C:28]3[C:27](=[CH:26][CH:25]=[C:24]([Cl:23])[CH:29]=3)[NH:30][C:7]=2[CH2:6]1. (8) Given the reactants [CH2:1]([Li])[CH2:2][CH2:3][CH3:4].C(NC(C)C)(C)C.[O:13]=[C:14]1[C:23]2[CH:22]=[C:21]([C:24]([O:26][CH3:27])=[O:25])[CH:20]=[CH:19][C:18]=2CCC1.CI, predict the reaction product. The product is: [CH3:4][CH:3]1[C:14](=[O:13])[C:23]2[CH:22]=[C:21]([C:24]([O:26][CH3:27])=[O:25])[CH:20]=[CH:19][C:18]=2[CH2:1][CH2:2]1.